From a dataset of NCI-60 drug combinations with 297,098 pairs across 59 cell lines. Regression. Given two drug SMILES strings and cell line genomic features, predict the synergy score measuring deviation from expected non-interaction effect. (1) Drug 1: C1=CC(=CC=C1CCCC(=O)O)N(CCCl)CCCl. Drug 2: C(=O)(N)NO. Cell line: NCI-H226. Synergy scores: CSS=3.12, Synergy_ZIP=-4.38, Synergy_Bliss=-6.84, Synergy_Loewe=-15.6, Synergy_HSA=-6.77. (2) Drug 1: CS(=O)(=O)CCNCC1=CC=C(O1)C2=CC3=C(C=C2)N=CN=C3NC4=CC(=C(C=C4)OCC5=CC(=CC=C5)F)Cl. Drug 2: C1=NC2=C(N1)C(=S)N=CN2. Cell line: MOLT-4. Synergy scores: CSS=26.5, Synergy_ZIP=2.59, Synergy_Bliss=3.43, Synergy_Loewe=-37.1, Synergy_HSA=0.304. (3) Drug 1: C1CCN(CC1)CCOC2=CC=C(C=C2)C(=O)C3=C(SC4=C3C=CC(=C4)O)C5=CC=C(C=C5)O. Cell line: HS 578T. Drug 2: CS(=O)(=O)CCNCC1=CC=C(O1)C2=CC3=C(C=C2)N=CN=C3NC4=CC(=C(C=C4)OCC5=CC(=CC=C5)F)Cl. Synergy scores: CSS=-10.6, Synergy_ZIP=5.80, Synergy_Bliss=3.45, Synergy_Loewe=-6.87, Synergy_HSA=-6.92. (4) Drug 1: CC=C1C(=O)NC(C(=O)OC2CC(=O)NC(C(=O)NC(CSSCCC=C2)C(=O)N1)C(C)C)C(C)C. Drug 2: CN1C2=C(C=C(C=C2)N(CCCl)CCCl)N=C1CCCC(=O)O.Cl. Cell line: MDA-MB-435. Synergy scores: CSS=32.1, Synergy_ZIP=1.21, Synergy_Bliss=2.57, Synergy_Loewe=-58.9, Synergy_HSA=1.42. (5) Drug 1: CCC1=CC2CC(C3=C(CN(C2)C1)C4=CC=CC=C4N3)(C5=C(C=C6C(=C5)C78CCN9C7C(C=CC9)(C(C(C8N6C)(C(=O)OC)O)OC(=O)C)CC)OC)C(=O)OC. Drug 2: CC(C)(C1=NC(=CC=C1)N2C3=NC(=NC=C3C(=O)N2CC=C)NC4=CC=C(C=C4)N5CCN(CC5)C)O. Cell line: T-47D. Synergy scores: CSS=29.0, Synergy_ZIP=-3.45, Synergy_Bliss=-5.28, Synergy_Loewe=-1.95, Synergy_HSA=-0.563.